Dataset: Reaction yield outcomes from USPTO patents with 853,638 reactions. Task: Predict the reaction yield, written as a fraction of the theoretical maximum amount of product (1.0 means a 100% yield; for example, 0.34 means a 34% yield). (1) The reactants are [CH3:1][O:2][C:3]1[CH:15]=[CH:14][C:6]([CH2:7][NH:8][C:9]2[S:10][CH:11]=[CH:12][N:13]=2)=[CH:5][CH:4]=1.C[Si]([N-][Si](C)(C)C)(C)C.[Li+].[CH3:26][O:27][C:28]1[CH:33]=[C:32]([C:34]([F:37])([F:36])[F:35])[CH:31]=[CH:30][C:29]=1[C:38]1[C:47]2[C:42](=[CH:43][C:44]([S:48](OC3C(F)=C(F)C(F)=C(F)C=3F)(=[O:50])=[O:49])=[CH:45][CH:46]=2)[N:41]=[CH:40][C:39]=1[N+:63]([O-:65])=[O:64]. The catalyst is C1COCC1.[Cl-].[NH4+].O. The product is [CH3:26][O:27][C:28]1[CH:33]=[C:32]([C:34]([F:36])([F:35])[F:37])[CH:31]=[CH:30][C:29]=1[C:38]1[C:47]2[C:42](=[CH:43][C:44]([S:48]([N:8]([CH2:7][C:6]3[CH:5]=[CH:4][C:3]([O:2][CH3:1])=[CH:15][CH:14]=3)[C:9]3[S:10][CH:11]=[CH:12][N:13]=3)(=[O:50])=[O:49])=[CH:45][CH:46]=2)[N:41]=[CH:40][C:39]=1[N+:63]([O-:65])=[O:64]. The yield is 0.830. (2) The yield is 0.820. No catalyst specified. The reactants are CC1C=C(N2CCN(CCOC3C=CC=CC=3)C2=O)SC=1C(O)=O.[F:25][C:26]1[CH:47]=[CH:46][C:29]([CH2:30][N:31]2[CH2:35][CH2:34][N:33]([C:36]3[S:40][C:39]([C:41]([OH:43])=O)=[C:38]([CH3:44])[CH:37]=3)[C:32]2=[O:45])=[CH:28][CH:27]=1.[O:48]1[C:52]2[CH:53]=[CH:54][C:55]([CH2:57][NH2:58])=[CH:56][C:51]=2[O:50][CH2:49]1. The product is [O:48]1[C:52]2[CH:53]=[CH:54][C:55]([CH2:57][NH:58][C:41]([C:39]3[S:40][C:36]([N:33]4[CH2:34][CH2:35][N:31]([CH2:30][C:29]5[CH:28]=[CH:27][C:26]([F:25])=[CH:47][CH:46]=5)[C:32]4=[O:45])=[CH:37][C:38]=3[CH3:44])=[O:43])=[CH:56][C:51]=2[O:50][CH2:49]1. (3) The catalyst is FC(F)(F)C(O)=O. The reactants are C([SiH](CC)CC)C.[CH3:8][O:9][C:10]([C:12]1[NH:13][CH:14]=[C:15]([C:17](=O)[C:18]2[CH:23]=[CH:22][CH:21]=[CH:20][CH:19]=2)[CH:16]=1)=[O:11]. The product is [CH3:8][O:9][C:10]([C:12]1[NH:13][CH:14]=[C:15]([CH2:17][C:18]2[CH:23]=[CH:22][CH:21]=[CH:20][CH:19]=2)[CH:16]=1)=[O:11]. The yield is 0.575. (4) The catalyst is C1(OC2C=CC=CC=2)C=CC=CC=1. The reactants are [Cl:1][C:2]1[C:7]([NH:8]N=C(CC)CC)=[CH:6][CH:5]=[CH:4][N:3]=1. The yield is 0.720. The product is [Cl:1][C:2]1[N:3]=[CH:4][CH:5]=[C:6]2[C:5]([CH3:4])=[C:6]([CH2:7][CH3:2])[NH:8][C:7]=12. (5) The reactants are [NH2:1][CH2:2][C:3]1[N:7]([C:8]2[CH:13]=[CH:12][C:11]([C:14]([NH:16][CH2:17][CH3:18])=[O:15])=[CH:10][CH:9]=2)[N:6]=[N:5][C:4]=1[C:19]([NH:21][CH:22]1[CH2:24][CH2:23]1)=[O:20].[C:25]([N:44]1[CH:48]=[CH:47][N:46]=[C:45]1[CH:49]=O)([C:38]1[CH:43]=[CH:42][CH:41]=[CH:40][CH:39]=1)([C:32]1[CH:37]=[CH:36][CH:35]=[CH:34][CH:33]=1)[C:26]1[CH:31]=[CH:30][CH:29]=[CH:28][CH:27]=1.C(O)(=O)C.C(O[BH-](OC(=O)C)OC(=O)C)(=O)C.[Na+].C(=O)([O-])O.[Na+]. The catalyst is ClC(Cl)C. The product is [CH:22]1([NH:21][C:19]([C:4]2[N:5]=[N:6][N:7]([C:8]3[CH:9]=[CH:10][C:11]([C:14]([NH:16][CH2:17][CH3:18])=[O:15])=[CH:12][CH:13]=3)[C:3]=2[CH2:2][NH:1][CH2:49][C:45]2[N:44]([C:25]([C:26]3[CH:31]=[CH:30][CH:29]=[CH:28][CH:27]=3)([C:32]3[CH:33]=[CH:34][CH:35]=[CH:36][CH:37]=3)[C:38]3[CH:43]=[CH:42][CH:41]=[CH:40][CH:39]=3)[CH:48]=[CH:47][N:46]=2)=[O:20])[CH2:24][CH2:23]1. The yield is 0.400.